This data is from Forward reaction prediction with 1.9M reactions from USPTO patents (1976-2016). The task is: Predict the product of the given reaction. (1) The product is: [CH2:24]([N:26]([CH2:27][C:28]1[CH:33]=[CH:32][CH:31]=[C:30]([CH3:34])[N:29]=1)[C:21](=[O:22])[CH2:20][N:9]([C:6]1[CH:7]=[N:8][C:3]([O:2][CH3:1])=[CH:4][CH:5]=1)[S:10]([C:13]1[C:14]([CH3:19])=[CH:15][CH:16]=[CH:17][CH:18]=1)(=[O:12])=[O:11])[CH3:25]. Given the reactants [CH3:1][O:2][C:3]1[N:8]=[CH:7][C:6]([N:9]([CH2:20][C:21](O)=[O:22])[S:10]([C:13]2[C:14]([CH3:19])=[CH:15][CH:16]=[CH:17][CH:18]=2)(=[O:12])=[O:11])=[CH:5][CH:4]=1.[CH2:24]([NH:26][CH2:27][C:28]1[CH:33]=[CH:32][CH:31]=[C:30]([CH3:34])[N:29]=1)[CH3:25], predict the reaction product. (2) Given the reactants [C:1]([O:5][C:6]([N:8]1[CH2:12][CH:11]([CH2:13]O)[CH2:10][CH:9]1[CH2:15]O)=[O:7])([CH3:4])([CH3:3])[CH3:2].C([N:19](CC)CC)C.CS(Cl)(=O)=O.[Cl-].[NH4+], predict the reaction product. The product is: [C:1]([O:5][C:6]([N:8]1[CH2:12][CH:11]2[CH2:10][CH:9]1[CH2:15][NH:19][CH2:13]2)=[O:7])([CH3:4])([CH3:3])[CH3:2]. (3) Given the reactants [Br:1][C:2]1[CH:10]=[CH:9][C:5]([C:6]([OH:8])=[O:7])=[C:4](F)[CH:3]=1.[CH:12]1([NH2:18])[CH2:17][CH2:16][CH2:15][CH2:14][CH2:13]1.C(OCC)(=O)C.Cl, predict the reaction product. The product is: [Br:1][C:2]1[CH:10]=[CH:9][C:5]([C:6]([OH:8])=[O:7])=[C:4]([NH:18][CH:12]2[CH2:17][CH2:16][CH2:15][CH2:14][CH2:13]2)[CH:3]=1. (4) Given the reactants [NH2:1][C:2]1[N:6]([CH2:7][CH2:8][OH:9])[N:5]=[CH:4][C:3]=1[NH:10][CH2:11][CH2:12][CH2:13][NH:14][C:15]([C:28]1[CH:33]=[CH:32][CH:31]=[CH:30][CH:29]=1)([C:22]1[CH:27]=[CH:26][CH:25]=[CH:24][CH:23]=1)[C:16]1[CH:21]=[CH:20][CH:19]=[CH:18][CH:17]=1.FC(F)(F)S(N=[C:40]([NH:49][C:50](=[O:56])[O:51][C:52]([CH3:55])([CH3:54])[CH3:53])[NH:41][C:42](=[O:48])[O:43][C:44]([CH3:47])([CH3:46])[CH3:45])(=O)=O.O, predict the reaction product. The product is: [NH2:1][C:2]1[N:6]([CH2:7][CH2:8][OH:9])[N:5]=[CH:4][C:3]=1[N:10](/[C:40](/[NH:49][C:50](=[O:56])[O:51][C:52]([CH3:55])([CH3:54])[CH3:53])=[N:41]/[C:42](=[O:48])[O:43][C:44]([CH3:47])([CH3:46])[CH3:45])[CH2:11][CH2:12][CH2:13][NH:14][C:15]([C:28]1[CH:33]=[CH:32][CH:31]=[CH:30][CH:29]=1)([C:16]1[CH:21]=[CH:20][CH:19]=[CH:18][CH:17]=1)[C:22]1[CH:23]=[CH:24][CH:25]=[CH:26][CH:27]=1. (5) Given the reactants [CH3:1][C:2]1[CH:9]=[C:6]([CH:7]=[O:8])[C:5]([OH:10])=[CH:4][CH:3]=1.[Br:11]N1C(=O)CCC1=O, predict the reaction product. The product is: [Br:11][C:4]1[C:5]([OH:10])=[C:6]([CH:9]=[C:2]([CH3:1])[CH:3]=1)[CH:7]=[O:8]. (6) Given the reactants [Br:1][C:2]1[C:7]([CH3:8])=[CH:6][C:5]([OH:9])=[CH:4][C:3]=1[CH3:10].[CH3:11][S:12]([C:15]1([CH2:18]O)[CH2:17][CH2:16]1)(=[O:14])=[O:13].C1(P(C2C=CC=CC=2)C2C=CC=CC=2)C=CC=CC=1.CC(OC(/N=N/C(OC(C)(C)C)=O)=O)(C)C, predict the reaction product. The product is: [Br:1][C:2]1[C:7]([CH3:8])=[CH:6][C:5]([O:9][CH2:18][C:15]2([S:12]([CH3:11])(=[O:14])=[O:13])[CH2:17][CH2:16]2)=[CH:4][C:3]=1[CH3:10]. (7) The product is: [CH3:1][O:2][C:3]1[C:4]([O:26][CH2:27][CH2:28][CH2:29][O:30][CH3:31])=[CH:5][C:6]2[CH2:15][CH:14]([CH:16]([CH3:18])[CH3:17])[N:13]3[C:8](=[CH:9][C:10](=[O:24])[C:11]([C:19]([O:21][CH2:22][CH3:23])=[O:20])=[CH:12]3)[C:7]=2[CH:25]=1. Given the reactants [CH3:1][O:2][C:3]1[C:4]([O:26][CH2:27][CH2:28][CH2:29][O:30][CH3:31])=[CH:5][C:6]2[CH2:15][CH:14]([CH:16]([CH3:18])[CH3:17])[N:13]3[CH:8]([CH2:9][C:10](=[O:24])[C:11]([C:19]([O:21][CH2:22][CH3:23])=[O:20])=[CH:12]3)[C:7]=2[CH:25]=1.C1(Cl)C(=O)C(Cl)=C(Cl)C(=O)C=1Cl, predict the reaction product. (8) Given the reactants [OH:1][C:2]1[CH:7]=[CH:6][C:5]([N+:8]([O-:10])=[O:9])=[CH:4][N:3]=1.[C:11]1(B(O)O)[CH:16]=[CH:15][CH:14]=[CH:13][CH:12]=1.N1C=CC=CC=1.C(N(CC)CC)C, predict the reaction product. The product is: [N+:8]([C:5]1[CH:6]=[CH:7][C:2](=[O:1])[N:3]([C:11]2[CH:16]=[CH:15][CH:14]=[CH:13][CH:12]=2)[CH:4]=1)([O-:10])=[O:9]. (9) Given the reactants C[C:2]1[CH:7]=[CH:6][N:5]=[C:4]([CH:8]2[CH2:11][N:10]([C:12]([O:14][C:15]([CH3:18])([CH3:17])[CH3:16])=[O:13])[CH2:9]2)[CH:3]=1.BrC1[CH:25]=[C:24](C)[CH:23]=[CH:22]N=1, predict the reaction product. The product is: [N:5]1[C:6]2[C:7](=[CH:22][CH:23]=[CH:24][CH:25]=2)[CH:2]=[CH:3][C:4]=1[CH:8]1[CH2:9][N:10]([C:12]([O:14][C:15]([CH3:16])([CH3:17])[CH3:18])=[O:13])[CH2:11]1. (10) Given the reactants C(NC(C)C)(C)C.C([Li])CCC.CCCCCC.[C:19]([O:24][CH2:25][CH3:26])(=[O:23])[CH:20]([CH3:22])[CH3:21].[Cl:27][C:28]1[CH:29]=[C:30]([C:34]2[CH:43]=[C:42]([CH:44]=[O:45])[C:41]([O:46][CH3:47])=[C:40]3[C:35]=2[CH:36]=[N:37][C:38]([NH:48][CH3:49])=[N:39]3)[CH:31]=[CH:32][CH:33]=1.[Cl-].[NH4+], predict the reaction product. The product is: [CH2:25]([O:24][C:19]([C:20]([CH3:22])([CH3:21])[CH:44]([C:42]1[C:41]([O:46][CH3:47])=[C:40]2[C:35]([CH:36]=[N:37][C:38]([NH:48][CH3:49])=[N:39]2)=[C:34]([C:30]2[CH:31]=[CH:32][CH:33]=[C:28]([Cl:27])[CH:29]=2)[CH:43]=1)[OH:45])=[O:23])[CH3:26].